Dataset: Reaction yield outcomes from USPTO patents with 853,638 reactions. Task: Predict the reaction yield, written as a fraction of the theoretical maximum amount of product (1.0 means a 100% yield; for example, 0.34 means a 34% yield). (1) The catalyst is C(Cl)Cl. The reactants are [NH2:1][C:2]1[CH:3]=[C:4]([CH:25]=[CH:26][CH:27]=1)[O:5][C:6]1[CH:14]=[C:13]([F:15])[CH:12]=[C:11]([NH:16][C:17]2[CH:22]=[CH:21][C:20]([I:23])=[CH:19][C:18]=2[F:24])[C:7]=1[C:8]([NH2:10])=[O:9].C(N(C(C)C)C(C)C)C.[CH2:37]([NH:40][S:41](Cl)(=[O:43])=[O:42])[CH2:38][CH3:39]. The product is [CH2:37]([NH:40][S:41]([NH:1][C:2]1[CH:3]=[C:4]([CH:25]=[CH:26][CH:27]=1)[O:5][C:6]1[CH:14]=[C:13]([F:15])[CH:12]=[C:11]([NH:16][C:17]2[CH:22]=[CH:21][C:20]([I:23])=[CH:19][C:18]=2[F:24])[C:7]=1[C:8]([NH2:10])=[O:9])(=[O:43])=[O:42])[CH2:38][CH3:39]. The yield is 0.890. (2) The reactants are Cl.[NH2:2][CH2:3][C:4]1[CH:5]=[C:6]2[C:11](=[CH:12][CH:13]=1)[N:10]=[C:9]([CH3:14])[N:8]([CH:15]1[CH2:20][CH2:19][C:18](=[O:21])[NH:17][C:16]1=[O:22])[C:7]2=[O:23].C([N:26]([CH2:29]C)[CH2:27][CH3:28])C.[C:31]1(C)[CH:36]=[CH:35]C=[C:33](C(N=C=O)=O)[CH:32]=1.C1C[O:46]CC1. No catalyst specified. The product is [O:22]=[C:16]1[CH:15]([N:8]2[C:7](=[O:23])[C:6]3[C:11](=[CH:12][CH:13]=[C:4]([CH2:3][NH:2][C:29]([NH:26][C:27]4[CH:28]=[C:36]([CH3:35])[CH:31]=[CH:32][CH:33]=4)=[O:46])[CH:5]=3)[N:10]=[C:9]2[CH3:14])[CH2:20][CH2:19][C:18](=[O:21])[NH:17]1. The yield is 0.680. (3) The reactants are Br[CH:2]1[C:11]2[C:6](=[CH:7][CH:8]=[C:9]([O:12][CH3:13])[CH:10]=2)[C:5](=[O:14])[C:4]([CH3:16])([CH3:15])[CH2:3]1.[N:17]([Na])=[N+:18]=[N-:19]. The catalyst is CN(C=O)C. The product is [N:17]([CH:2]1[C:11]2[C:6](=[CH:7][CH:8]=[C:9]([O:12][CH3:13])[CH:10]=2)[C:5](=[O:14])[C:4]([CH3:16])([CH3:15])[CH2:3]1)=[N+:18]=[N-:19]. The yield is 0.900. (4) The reactants are [NH:1]1[C:9]2[C:4](=[CH:5][CH:6]=[CH:7][CH:8]=2)[CH:3]=[C:2]1[C:10]([O:12][CH2:13][CH3:14])=[O:11].[H-].[Na+].[Cl:17][C:18]1[CH:25]=[CH:24][C:21]([CH2:22]Cl)=[CH:20][CH:19]=1. The catalyst is CN(C=O)C. The product is [Cl:17][C:18]1[CH:25]=[CH:24][C:21]([CH2:22][N:1]2[C:9]3[C:4](=[CH:5][CH:6]=[CH:7][CH:8]=3)[CH:3]=[C:2]2[C:10]([O:12][CH2:13][CH3:14])=[O:11])=[CH:20][CH:19]=1. The yield is 0.740. (5) The reactants are [CH2:1](O)[CH:2]=[CH:3][C:4]1[CH:9]=[CH:8][CH:7]=[CH:6][CH:5]=1.[CH2:11]([O:18][C:19]1[CH:20]=[C:21]([OH:33])[CH:22]=[C:23]([O:25][CH2:26][C:27]2[CH:32]=[CH:31][CH:30]=[CH:29][CH:28]=2)[CH:24]=1)[C:12]1[CH:17]=[CH:16][CH:15]=[CH:14][CH:13]=1. No catalyst specified. The product is [CH2:26]([O:25][C:23]1[CH:24]=[C:19]([O:18][CH2:11][C:12]2[CH:17]=[CH:16][CH:15]=[CH:14][CH:13]=2)[CH:20]=[C:21]([OH:33])[C:22]=1[CH2:1]/[CH:2]=[CH:3]/[C:4]1[CH:9]=[CH:8][CH:7]=[CH:6][CH:5]=1)[C:27]1[CH:28]=[CH:29][CH:30]=[CH:31][CH:32]=1. The yield is 0.620. (6) The yield is 0.530. The catalyst is O. The product is [CH2:7]([O:18][C:10](=[O:17])[CH2:11][NH:42][C:44](=[O:45])[C:23]1[CH:22]=[CH:21][CH:20]=[CH:19][CH:24]=1)[CH3:9]. The reactants are CCN([CH:7]([CH3:9])C)C(C)C.[C:10]([OH:18])(=[O:17])[C:11]1C=CC=CC=1.[CH:19]1[CH:20]=[CH:21][C:22]2N(O)N=N[C:23]=2[CH:24]=1.CCN=C=NCCCN(C)C.Cl.C[N:42]([CH:44]=[O:45])C. (7) The reactants are [CH:1]1([C:4]([N:6]2[CH2:11][CH2:10][N:9]([C:12]([C:14]3[CH:21]=[CH:20][C:17](C=O)=[CH:16][CH:15]=3)=[O:13])[CH2:8][CH2:7]2)=[O:5])[CH2:3][CH2:2]1.[CH2:22]([O:24][CH:25]([O:44][CH2:45][CH3:46])[C:26]1[CH:43]=[CH:42][C:29]([CH:30]=[N:31][C:32]2[CH:40]=[CH:39][CH:38]=[C:37]3[C:33]=2[CH2:34][O:35][C:36]3=[O:41])=[CH:28][CH:27]=1)[CH3:23].[CH3:47][O-:48].[Na+].[CH3:50]O. The catalyst is C(OCC)(=O)CC. The product is [CH:1]1([C:4]([N:6]2[CH2:11][CH2:10][N:9]([C:12]([C:14]3[CH:21]=[CH:20][C:17]([CH:50]4[C:47](=[O:48])[C:33]5[C:37]([C:36]([O:35][CH3:34])=[O:41])=[CH:38][CH:39]=[CH:40][C:32]=5[NH:31][CH:30]4[C:29]4[CH:28]=[CH:27][C:26]([CH:25]([O:44][CH2:45][CH3:46])[O:24][CH2:22][CH3:23])=[CH:43][CH:42]=4)=[CH:16][CH:15]=3)=[O:13])[CH2:8][CH2:7]2)=[O:5])[CH2:2][CH2:3]1. The yield is 0.260.